Dataset: Reaction yield outcomes from USPTO patents with 853,638 reactions. Task: Predict the reaction yield, written as a fraction of the theoretical maximum amount of product (1.0 means a 100% yield; for example, 0.34 means a 34% yield). (1) The reactants are [Br:1][C:2]1[CH:9]=[CH:8][C:5]([CH2:6]Br)=[CH:4][CH:3]=1.[C:10]1([CH:16]2[CH2:21][CH2:20][CH2:19]CN2)[CH:15]=[CH:14][CH:13]=[CH:12][CH:11]=1.C(=O)([O-])[O-].[K+].[K+].[C:28](#[N:30])C. No catalyst specified. The product is [Br:1][C:2]1[CH:9]=[CH:8][C:5]([CH2:6][N:30]2[CH2:19][CH2:20][CH2:21][CH:16]([C:10]3[CH:11]=[CH:12][CH:13]=[CH:14][CH:15]=3)[CH2:28]2)=[CH:4][CH:3]=1. The yield is 0.540. (2) The reactants are [CH2:1]([N:4]([CH3:20])[C:5]([C:7]1[C:8]([I:19])=[C:9]([C:13]([I:18])=[C:14]([NH2:17])[C:15]=1[I:16])[C:10]([Cl:12])=[O:11])=[O:6])[CH:2]=[CH2:3].[C:21]([O:24][CH2:25][C:26](Cl)=[O:27])(=[O:23])[CH3:22]. The catalyst is CC(N(C)C)=O. The product is [CH2:1]([N:4]([CH3:20])[C:5]([C:7]1[C:15]([I:16])=[C:14]([NH:17][C:26]([CH2:25][O:24][C:21](=[O:23])[CH3:22])=[O:27])[C:13]([I:18])=[C:9]([C:10]([Cl:12])=[O:11])[C:8]=1[I:19])=[O:6])[CH:2]=[CH2:3]. The yield is 0.910. (3) The reactants are [C:1]([O:5][C:6]([NH:8][C@@H:9]([CH:13]([CH3:15])[CH3:14])[C:10]([OH:12])=[O:11])=[O:7])([CH3:4])([CH3:3])[CH3:2].[H-].[Na+].[CH2:18]1COCC1. The catalyst is IC. The product is [C:1]([O:5][C:6]([N:8]([CH3:18])[C@@H:9]([CH:13]([CH3:15])[CH3:14])[C:10]([OH:12])=[O:11])=[O:7])([CH3:4])([CH3:3])[CH3:2]. The yield is 0.890. (4) The reactants are [C:1]1([NH2:8])[CH:6]=[CH:5][C:4]([NH2:7])=[CH:3][CH:2]=1.C(N(C(C)C)CC)(C)C.Cl[C:19]([O:21][CH2:22][C:23]1[CH:28]=[CH:27][CH:26]=[CH:25][CH:24]=1)=[O:20]. The catalyst is ClCCl. The product is [CH2:22]([O:21][C:19](=[O:20])[NH:7][C:4]1[CH:5]=[CH:6][C:1]([NH2:8])=[CH:2][CH:3]=1)[C:23]1[CH:28]=[CH:27][CH:26]=[CH:25][CH:24]=1. The yield is 0.696. (5) The reactants are [F:1][C:2]1[CH:22]=[C:21]([N+:23]([O-:25])=[O:24])[CH:20]=[CH:19][C:3]=1[O:4][C:5]1[CH:10]=[CH:9][N:8]=[CH:7][C:6]=1[C:11]1[CH:18]=[CH:17][C:14](C=O)=[CH:13][CH:12]=1.C([O-])(=O)C.[NH4+].[C:31]([BH3-])#[N:32].[Na+].C(N(CC)CC)C.[C:42](O[C:42]([O:44][C:45]([CH3:48])([CH3:47])[CH3:46])=[O:43])([O:44][C:45]([CH3:48])([CH3:47])[CH3:46])=[O:43]. The catalyst is CO.CN(C1C=CN=CC=1)C. The product is [F:1][C:2]1[CH:22]=[C:21]([N+:23]([O-:25])=[O:24])[CH:20]=[CH:19][C:3]=1[O:4][C:5]1[CH:10]=[CH:9][N:8]=[CH:7][C:6]=1[C:11]1[CH:12]=[CH:13][C:14]([CH2:31][NH:32][C:42](=[O:43])[O:44][C:45]([CH3:48])([CH3:47])[CH3:46])=[CH:17][CH:18]=1. The yield is 0.120. (6) The reactants are [Cl:1][C:2]1[CH:7]=[CH:6][C:5]([CH2:8][C:9]([OH:11])=O)=[CH:4][CH:3]=1.[Cl:12][C:13]1[CH:18]=[CH:17][CH:16]=[CH:15][CH:14]=1. No catalyst specified. The product is [Cl:12][C:13]1[CH:18]=[CH:17][C:16]([C:9](=[O:11])[CH2:8][C:5]2[CH:4]=[CH:3][C:2]([Cl:1])=[CH:7][CH:6]=2)=[CH:15][CH:14]=1. The yield is 0.540. (7) The reactants are BrC1C=CC(S(O[CH2:12][CH2:13][CH2:14][CH:15]2[CH2:19][CH2:18][CH2:17][CH2:16]2)(=O)=O)=CC=1.[I-:20].[Na+]. The catalyst is CC(C)=O. The product is [CH:15]1([CH2:14][CH2:13][CH2:12][I:20])[CH2:19][CH2:18][CH2:17][CH2:16]1. The yield is 0.900. (8) The reactants are [F:1][C:2]1[C:3]([CH3:39])=[C:4]([C:17]2[CH:22]=[CH:21][CH:20]=[C:19]([CH2:23][O:24][C:25]3[CH:38]=[CH:37][C:28]4[C@H:29]([CH2:32][C:33]([O:35]C)=[O:34])[CH2:30][O:31][C:27]=4[CH:26]=3)[CH:18]=2)[C:5]([CH3:16])=[CH:6][C:7]=1[O:8][CH2:9][CH2:10][CH2:11][S:12]([CH3:15])(=[O:14])=[O:13].CO.[OH-].[Na+].Cl. The catalyst is O.O1CCCC1. The product is [F:1][C:2]1[C:3]([CH3:39])=[C:4]([C:17]2[CH:22]=[CH:21][CH:20]=[C:19]([CH2:23][O:24][C:25]3[CH:38]=[CH:37][C:28]4[C@H:29]([CH2:32][C:33]([OH:35])=[O:34])[CH2:30][O:31][C:27]=4[CH:26]=3)[CH:18]=2)[C:5]([CH3:16])=[CH:6][C:7]=1[O:8][CH2:9][CH2:10][CH2:11][S:12]([CH3:15])(=[O:13])=[O:14]. The yield is 0.620.